This data is from Forward reaction prediction with 1.9M reactions from USPTO patents (1976-2016). The task is: Predict the product of the given reaction. (1) Given the reactants [CH3:1][N:2]1[C:10]2[C:5](=[CH:6][CH:7]=[CH:8][CH:9]=2)[CH:4]=[C:3]1[CH2:11][NH2:12].[CH:13](=O)[CH2:14][CH2:15][CH3:16], predict the reaction product. The product is: [CH3:1][N:2]1[C:10]2[C:5](=[CH:6][CH:7]=[CH:8][CH:9]=2)[CH:4]=[C:3]1[CH2:11][NH:12][CH2:13][CH2:14][CH2:15][CH3:16]. (2) Given the reactants [NH2:1][C:2]1[C:3]([C:18]2[CH:30]=[CH:29][C:21]([C:22]([O:24][C:25]([CH3:28])([CH3:27])[CH3:26])=[O:23])=[C:20]([F:31])[CH:19]=2)=[N:4][C:5]([CH:8]2[CH2:17][CH2:16][C:11]3(OCC[O:12]3)[CH2:10][CH2:9]2)=[CH:6][N:7]=1.C(#N)C.Cl.[OH-].[Na+], predict the reaction product. The product is: [NH2:1][C:2]1[C:3]([C:18]2[CH:30]=[CH:29][C:21]([C:22]([O:24][C:25]([CH3:27])([CH3:28])[CH3:26])=[O:23])=[C:20]([F:31])[CH:19]=2)=[N:4][C:5]([CH:8]2[CH2:17][CH2:16][C:11](=[O:12])[CH2:10][CH2:9]2)=[CH:6][N:7]=1. (3) Given the reactants [CH2:1]([C@@:4]12[CH2:12][CH2:11][CH2:10][C@@H:9]([C:13](=[O:18])[CH2:14][C:15]([CH3:17])=[CH2:16])[C@@H:8]1[C:7]1([O:22][CH2:21][CH2:20][O:19]1)[CH2:6][CH2:5]2)[CH:2]=[CH2:3].[H-].[Al+3].[Li+].[H-].[H-].[H-], predict the reaction product. The product is: [CH2:1]([C@@:4]12[CH2:12][CH2:11][CH2:10][C@@H:9]([C@@H:13]([OH:18])[CH2:14][C:15]([CH3:17])=[CH2:16])[C@@H:8]1[C:7]1([O:19][CH2:20][CH2:21][O:22]1)[CH2:6][CH2:5]2)[CH:2]=[CH2:3]. (4) Given the reactants [Si]([O:8][CH:9]([CH2:33][CH2:34][CH2:35][CH2:36][CH2:37][CH2:38][CH3:39])[CH:10]1[O:30][C:29]([CH3:32])([CH3:31])[O:28][CH:11]1[C:12]([OH:27])([C:23]([O:25][CH3:26])=[O:24])/[C:13](/[C:19]([O:21][CH3:22])=[O:20])=[CH:14]/[C:15]([O:17][CH3:18])=[O:16])(C(C)(C)C)(C)C.CCOC(C)=O, predict the reaction product. The product is: [CH3:32][C:29]1([CH3:31])[O:30][CH:10]([C:9](=[O:8])[CH2:33][CH2:34][CH2:35][CH2:36][CH2:37][CH2:38][CH3:39])[CH:11]([C:12]([OH:27])([C:23]([O:25][CH3:26])=[O:24])/[C:13](/[C:19]([O:21][CH3:22])=[O:20])=[CH:14]/[C:15]([O:17][CH3:18])=[O:16])[O:28]1. (5) Given the reactants [F:1][C:2]1[CH:23]=[C:22]([N+:24]([O-])=O)[CH:21]=[CH:20][C:3]=1[O:4][C:5]1[CH:10]=[CH:9][N:8]=[C:7]2[CH:11]=[C:12]([C:14]3[N:18]([CH3:19])[CH:17]=[N:16][CH:15]=3)[S:13][C:6]=12.[BH4-].[Na+].[NH4+].[OH-], predict the reaction product. The product is: [F:1][C:2]1[CH:23]=[C:22]([NH2:24])[CH:21]=[CH:20][C:3]=1[O:4][C:5]1[CH:10]=[CH:9][N:8]=[C:7]2[CH:11]=[C:12]([C:14]3[N:18]([CH3:19])[CH:17]=[N:16][CH:15]=3)[S:13][C:6]=12. (6) Given the reactants [Cl:1][C:2]1[CH:3]=[C:4]([NH2:19])[CH:5]=[N:6][C:7]=1[O:8][C:9]1[CH:10]=[C:11]2[C:16](=[CH:17][CH:18]=1)[N:15]=[CH:14][CH:13]=[CH:12]2.[Cl:20][C:21]1[CH:26]=[C:25]([Cl:27])[CH:24]=[CH:23][C:22]=1[S:28](Cl)(=[O:30])=[O:29], predict the reaction product. The product is: [Cl:20][C:21]1[CH:26]=[C:25]([Cl:27])[CH:24]=[CH:23][C:22]=1[S:28]([NH:19][C:4]1[CH:5]=[N:6][C:7]([O:8][C:9]2[CH:10]=[C:11]3[C:16](=[CH:17][CH:18]=2)[N:15]=[CH:14][CH:13]=[CH:12]3)=[C:2]([Cl:1])[CH:3]=1)(=[O:30])=[O:29]. (7) Given the reactants C([O:8][CH2:9][CH2:10][CH2:11][CH2:12][C@H:13]([CH3:23])[CH2:14][O:15][Si:16]([C:19]([CH3:22])([CH3:21])[CH3:20])([CH3:18])[CH3:17])C1C=CC=CC=1, predict the reaction product. The product is: [C:19]([Si:16]([CH3:18])([CH3:17])[O:15][CH2:14][C@@H:13]([CH3:23])[CH2:12][CH2:11][CH2:10][CH2:9][OH:8])([CH3:21])([CH3:22])[CH3:20]. (8) Given the reactants [NH2:1][C@:2]12[CH2:45][CH2:44][C@@H:43]([C:46]([CH3:48])=[CH2:47])[C@@H:3]1[C@@H:4]1[C@@:17]([CH3:20])([CH2:18][CH2:19]2)[C@@:16]2([CH3:21])[C@@H:7]([C@:8]3([CH3:42])[C@@H:13]([CH2:14][CH2:15]2)[C:12]([CH3:23])([CH3:22])[C:11]([C:24]2[CH2:29][CH2:28][C@@:27]([CH2:40][F:41])([C:30]([O:32][CH2:33][C:34]4[CH:39]=[CH:38][CH:37]=[CH:36][CH:35]=4)=[O:31])[CH2:26][CH:25]=2)=[CH:10][CH2:9]3)[CH2:6][CH2:5]1.[OH:49][C:50]1([CH2:58][CH:59]=O)[CH2:55][CH2:54][S:53](=[O:57])(=[O:56])[CH2:52][CH2:51]1.C(O[BH-](OC(=O)C)OC(=O)C)(=O)C.[Na+].C(=O)(O)[O-].[Na+], predict the reaction product. The product is: [F:41][CH2:40][C@@:27]1([C:30]([O:32][CH2:33][C:34]2[CH:35]=[CH:36][CH:37]=[CH:38][CH:39]=2)=[O:31])[CH2:28][CH2:29][C:24]([C:11]2[C:12]([CH3:22])([CH3:23])[C@H:13]3[C@:8]([CH3:42])([CH2:9][CH:10]=2)[C@@H:7]2[C@:16]([CH3:21])([C@@:17]4([CH3:20])[C@H:4]([CH2:5][CH2:6]2)[C@H:3]2[C@H:43]([C:46]([CH3:48])=[CH2:47])[CH2:44][CH2:45][C@:2]2([NH:1][CH2:59][CH2:58][C:50]2([OH:49])[CH2:55][CH2:54][S:53](=[O:57])(=[O:56])[CH2:52][CH2:51]2)[CH2:19][CH2:18]4)[CH2:15][CH2:14]3)=[CH:25][CH2:26]1.